This data is from Forward reaction prediction with 1.9M reactions from USPTO patents (1976-2016). The task is: Predict the product of the given reaction. (1) Given the reactants [Cl:1][C:2]1[CH:3]=[C:4]([C:9]2[N:10]=[C:11]([C:14]3[CH:15]=[CH:16][C:17]([N:20]4[CH2:25][CH2:24][NH:23][CH2:22][CH2:21]4)=[N:18][CH:19]=3)[NH:12][CH:13]=2)[CH:5]=[CH:6][C:7]=1[Cl:8].[O:26]1[CH:30]=[CH:29][CH:28]=[C:27]1[C:31](Cl)=[O:32], predict the reaction product. The product is: [Cl:1][C:2]1[CH:3]=[C:4]([C:9]2[N:10]=[C:11]([C:14]3[CH:15]=[CH:16][C:17]([N:20]4[CH2:25][CH2:24][N:23]([C:31]([C:27]5[O:26][CH:30]=[CH:29][CH:28]=5)=[O:32])[CH2:22][CH2:21]4)=[N:18][CH:19]=3)[NH:12][CH:13]=2)[CH:5]=[CH:6][C:7]=1[Cl:8]. (2) The product is: [Br:15][C:16]1[CH:17]=[N:18][C:19](=[O:22])[N:20]([CH2:7][CH3:8])[CH:21]=1. Given the reactants C(=O)([O-])[O-].[K+].[K+].[CH2:7](I)[CH3:8].CS(C)=O.Br.[Br:15][C:16]1[CH:17]=[N:18][C:19]([OH:22])=[N:20][CH:21]=1, predict the reaction product. (3) Given the reactants [NH2:1][C:2]1[CH:7]=[CH:6][C:5]([C:8](=[O:10])[CH3:9])=[CH:4][CH:3]=1.C(=O)([O-])[O-].[Na+].[Na+], predict the reaction product. The product is: [NH2:1][C:2]1[CH:7]=[CH:6][C:5]([CH:8]([OH:10])[CH3:9])=[CH:4][CH:3]=1. (4) Given the reactants BrC1C(N2CCN(C(NC3C=CC=CC=3)=O)CC2)=C2N=C(C3C=CC(N(C)C)=CC=3)NC2=NC=1.[Br:35][C:36]1[C:37]([N:46]2[CH2:51][CH2:50][N:49]([CH2:52][C:53]3[CH:54]=[N:55][CH:56]=[CH:57][CH:58]=3)[CH2:48][CH2:47]2)=[C:38]([N+:43]([O-])=O)[C:39]([NH2:42])=[N:40][CH:41]=1.[O-]S(S([O-])=O)=O.[Na+].[Na+].[OH:67][CH:68]1[CH2:73][CH2:72][N:71]([C:74]2[CH:81]=[CH:80][C:77]([CH:78]=O)=[CH:76][CH:75]=2)[CH2:70][CH2:69]1, predict the reaction product. The product is: [Br:35][C:36]1[C:37]([N:46]2[CH2:51][CH2:50][N:49]([CH2:52][C:53]3[CH:54]=[N:55][CH:56]=[CH:57][CH:58]=3)[CH2:48][CH2:47]2)=[C:38]2[N:43]=[C:78]([C:77]3[CH:76]=[CH:75][C:74]([N:71]4[CH2:72][CH2:73][CH:68]([OH:67])[CH2:69][CH2:70]4)=[CH:81][CH:80]=3)[NH:42][C:39]2=[N:40][CH:41]=1.